This data is from Reaction yield outcomes from USPTO patents with 853,638 reactions. The task is: Predict the reaction yield, written as a fraction of the theoretical maximum amount of product (1.0 means a 100% yield; for example, 0.34 means a 34% yield). (1) The reactants are [CH:1]([Si:4]([CH:13]([CH3:15])[CH3:14])([CH:10]([CH3:12])[CH3:11])[N:5]1[CH:9]=[CH:8][CH:7]=[CH:6]1)([CH3:3])[CH3:2].[Cl:16]N1C(=O)CCC1=O. The catalyst is CC(C)=O. The product is [Cl:16][C:7]1[CH:8]=[CH:9][N:5]([Si:4]([CH:1]([CH3:3])[CH3:2])([CH:10]([CH3:12])[CH3:11])[CH:13]([CH3:15])[CH3:14])[CH:6]=1. The yield is 0.180. (2) The reactants are [NH:1]1[C:9]2[C:4](=[CH:5][CH:6]=[CH:7][CH:8]=2)[CH2:3][CH2:2]1.[CH2:10]1[O:13][C@H:11]1[CH3:12]. The catalyst is C(O)C. The product is [OH:13][CH:11]([CH3:12])[CH2:10][N:1]1[C:9]2[C:4](=[CH:5][CH:6]=[CH:7][CH:8]=2)[CH2:3][CH2:2]1. The yield is 0.630.